Dataset: Forward reaction prediction with 1.9M reactions from USPTO patents (1976-2016). Task: Predict the product of the given reaction. Given the reactants [F:1][C:2]1[CH:7]=[CH:6][C:5]([C:8]2[C:17]([C:18]3[CH:23]=[CH:22][C:21]([F:24])=[CH:20][CH:19]=3)=[N:16][C:15]3[C:10](=[CH:11][CH:12]=[C:13]([C:25]#[N:26])[CH:14]=3)[N:9]=2)=[CH:4][CH:3]=1.[N-:27]=[N+:28]=[N-:29].[Na+].[NH4+].[Cl-], predict the reaction product. The product is: [F:1][C:2]1[CH:3]=[CH:4][C:5]([C:8]2[C:17]([C:18]3[CH:23]=[CH:22][C:21]([F:24])=[CH:20][CH:19]=3)=[N:16][C:15]3[C:10](=[CH:11][CH:12]=[C:13]([C:25]4[NH:29][N:28]=[N:27][N:26]=4)[CH:14]=3)[N:9]=2)=[CH:6][CH:7]=1.